The task is: Predict the reactants needed to synthesize the given product.. This data is from Full USPTO retrosynthesis dataset with 1.9M reactions from patents (1976-2016). (1) Given the product [F:16][C:17]1[CH:22]=[C:21]([F:23])[CH:20]=[CH:19][C:18]=1[C:24]1[N:29]=[C:28]([N:30]2[CH2:35][CH2:34][N:33]([C:8]([NH:7][C:3]3[N:2]=[N:1][CH:6]=[CH:5][CH:4]=3)=[O:15])[CH2:32][CH2:31]2)[CH:27]=[CH:26][N:25]=1, predict the reactants needed to synthesize it. The reactants are: [N:1]1[CH:6]=[CH:5][CH:4]=[C:3]([NH:7][C:8](=[O:15])OCC(Cl)(Cl)Cl)[N:2]=1.[F:16][C:17]1[CH:22]=[C:21]([F:23])[CH:20]=[CH:19][C:18]=1[C:24]1[N:29]=[C:28]([N:30]2[CH2:35][CH2:34][NH:33][CH2:32][CH2:31]2)[CH:27]=[CH:26][N:25]=1.C(N(C(C)C)CC)(C)C.O. (2) Given the product [CH3:16][C:9]1[CH:8]=[C:7]([CH:12]=[CH:11][C:10]=1[N+:13]([O-:15])=[O:14])[CH2:6][C:23]([CH2:22][CH2:21][C:20]([F:19])([F:28])[F:29])([C:24]#[N:25])[C:26]#[N:27], predict the reactants needed to synthesize it. The reactants are: CS(O[CH2:6][C:7]1[CH:12]=[CH:11][C:10]([N+:13]([O-:15])=[O:14])=[C:9]([CH3:16])[CH:8]=1)(=O)=O.[H-].[Na+].[F:19][C:20]([F:29])([F:28])[CH2:21][CH2:22][CH:23]([C:26]#[N:27])[C:24]#[N:25]. (3) Given the product [CH3:23][C:24]([CH3:28])([CH3:27])[C:25]#[C:26][C:2]1[CH:3]=[C:4]2[C@@:15]3([N:20]=[C:19]([NH2:21])[CH2:18][O:17][CH2:16]3)[C:14]3[C:9](=[CH:10][CH:11]=[C:12]([C:26]#[C:25][C:24]([CH3:28])([CH3:27])[CH3:23])[CH:13]=3)[O:8][C:5]2=[N:6][CH:7]=1, predict the reactants needed to synthesize it. The reactants are: Br[C:2]1[CH:3]=[C:4]2[C@@:15]3([N:20]=[C:19]([NH2:21])[CH2:18][O:17][CH2:16]3)[C:14]3[C:9](=[CH:10][CH:11]=[C:12](I)[CH:13]=3)[O:8][C:5]2=[N:6][CH:7]=1.[CH3:23][C:24]([CH3:28])([CH3:27])[C:25]#[CH:26]. (4) Given the product [N:23]1[CH:28]=[CH:27][N:26]=[CH:25][C:24]=1[NH:29][C:13]([CH:10]1[CH2:9][CH2:8][N:7]([C:2]2[N:1]=[CH:6][CH:5]=[CH:4][N:3]=2)[CH2:12][CH2:11]1)=[O:15], predict the reactants needed to synthesize it. The reactants are: [N:1]1[CH:6]=[CH:5][CH:4]=[N:3][C:2]=1[N:7]1[CH2:12][CH2:11][CH:10]([C:13]([OH:15])=O)[CH2:9][CH2:8]1.BrC1N=CC=CN=1.[N:23]1[CH:28]=[CH:27][N:26]=[CH:25][C:24]=1[NH2:29]. (5) Given the product [Br:13][C:14]1[CH:19]=[C:18]([N:1]2[C:5]3=[N:6][CH:7]=[CH:8][CH:9]=[C:4]3[C:3]([C:10]([OH:12])=[O:11])=[N:2]2)[CH:17]=[N:16][CH:15]=1, predict the reactants needed to synthesize it. The reactants are: [NH:1]1[C:5]2=[N:6][CH:7]=[CH:8][CH:9]=[C:4]2[C:3]([C:10]([OH:12])=[O:11])=[N:2]1.[Br:13][C:14]1[CH:15]=[N:16][CH:17]=[C:18](F)[CH:19]=1. (6) Given the product [NH2:33][C:16]1[N:15]=[C:14]([O:13][C:10]2[CH:11]=[CH:12][C:7]([CH2:6][C:5]([CH3:41])([O:34][C:35]3[CH:40]=[CH:39][CH:38]=[CH:37][CH:36]=3)[C:4]([OH:42])=[O:3])=[CH:8][CH:9]=2)[CH:19]=[C:18]([N:20]2[CH2:25][CH2:24][N:23]([CH2:26][C:27]3[CH:28]=[CH:29][CH:30]=[CH:31][CH:32]=3)[CH2:22][CH2:21]2)[N:17]=1, predict the reactants needed to synthesize it. The reactants are: C([O:3][C:4](=[O:42])[C:5]([CH3:41])([O:34][C:35]1[CH:40]=[CH:39][CH:38]=[CH:37][CH:36]=1)[CH2:6][C:7]1[CH:12]=[CH:11][C:10]([O:13][C:14]2[CH:19]=[C:18]([N:20]3[CH2:25][CH2:24][N:23]([CH2:26][C:27]4[CH:32]=[CH:31][CH:30]=[CH:29][CH:28]=4)[CH2:22][CH2:21]3)[N:17]=[C:16]([NH2:33])[N:15]=2)=[CH:9][CH:8]=1)C. (7) Given the product [NH2:7][C:8]1[CH:9]=[C:10]([Cl:20])[C:11]([C:15]([CH3:18])([CH3:19])[C:16](=[N:5][OH:6])[NH2:17])=[C:12]([Cl:14])[CH:13]=1, predict the reactants needed to synthesize it. The reactants are: O(C)[Na].Cl.[NH2:5][OH:6].[NH2:7][C:8]1[CH:13]=[C:12]([Cl:14])[C:11]([C:15]([CH3:19])([CH3:18])[C:16]#[N:17])=[C:10]([Cl:20])[CH:9]=1.